From a dataset of Peptide-MHC class I binding affinity with 185,985 pairs from IEDB/IMGT. Regression. Given a peptide amino acid sequence and an MHC pseudo amino acid sequence, predict their binding affinity value. This is MHC class I binding data. The peptide sequence is WPVMQWLTA. The MHC is HLA-B27:03 with pseudo-sequence HLA-B27:03. The binding affinity (normalized) is 0.0847.